This data is from Full USPTO retrosynthesis dataset with 1.9M reactions from patents (1976-2016). The task is: Predict the reactants needed to synthesize the given product. (1) Given the product [OH:22][CH2:21][CH2:20][CH2:19][CH2:18][CH2:17][CH2:16][O:3][C:4]1[CH:5]=[CH:6][C:7]([CH:8]=[CH:9][C:10]([OH:12])=[O:11])=[CH:13][CH:14]=1, predict the reactants needed to synthesize it. The reactants are: [OH-].[Na+].[OH:3][C:4]1[CH:14]=[CH:13][C:7]([CH:8]=[CH:9][C:10]([OH:12])=[O:11])=[CH:6][CH:5]=1.Br[CH2:16][CH2:17][CH2:18][CH2:19][CH2:20][CH2:21][OH:22].Cl. (2) Given the product [F:12][C:13]1[CH:14]=[C:15]([C:16](=[O:19])[CH2:17][NH:2][C:3]2([C:8]([O:10][CH3:11])=[O:9])[CH2:7][CH2:6][CH2:5][CH2:4]2)[CH:20]=[C:21]([F:23])[CH:22]=1, predict the reactants needed to synthesize it. The reactants are: Cl.[NH2:2][C:3]1([C:8]([O:10][CH3:11])=[O:9])[CH2:7][CH2:6][CH2:5][CH2:4]1.[F:12][C:13]1[CH:14]=[C:15]([CH:20]=[C:21]([F:23])[CH:22]=1)[C:16](=[O:19])[CH2:17]Br.Cl. (3) Given the product [S:25]1[CH:26]=[CH:27][CH:28]=[C:24]1[S:21]([NH:20][C:14]1[CH:15]=[CH:16][CH:17]=[C:18]2[C:13]=1[NH:12][C:11]([C:9]1[S:10][CH:6]([CH2:5][C:4]([OH:29])=[O:3])[CH2:7][N:8]=1)=[CH:19]2)(=[O:23])=[O:22], predict the reactants needed to synthesize it. The reactants are: C([O:3][C:4](=[O:29])[CH2:5][CH:6]1[S:10][C:9]([C:11]2[NH:12][C:13]3[C:18]([CH:19]=2)=[CH:17][CH:16]=[CH:15][C:14]=3[NH:20][S:21]([C:24]2[S:25][CH:26]=[CH:27][CH:28]=2)(=[O:23])=[O:22])=[N:8][CH2:7]1)C.[OH-].[K+].Cl. (4) The reactants are: C(Cl)(=O)C(Cl)=O.CS(C)=O.[Cl:11][C:12]1[CH:17]=[CH:16][C:15]([CH2:18][CH2:19][CH2:20][CH:21]([OH:26])[C:22]([CH3:25])([CH3:24])[CH3:23])=[CH:14][CH:13]=1.C(N(CC)CC)C. Given the product [Cl:11][C:12]1[CH:13]=[CH:14][C:15]([CH2:18][CH2:19][CH2:20][C:21](=[O:26])[C:22]([CH3:24])([CH3:23])[CH3:25])=[CH:16][CH:17]=1, predict the reactants needed to synthesize it.